The task is: Predict the reactants needed to synthesize the given product.. This data is from Full USPTO retrosynthesis dataset with 1.9M reactions from patents (1976-2016). (1) Given the product [N:1]1[CH:6]=[CH:5][C:4]([C:7](=[O:16])[C:8]([C:9]2[CH:10]=[CH:11][C:12]([CH3:15])=[CH:13][CH:14]=2)=[O:18])=[CH:3][CH:2]=1, predict the reactants needed to synthesize it. The reactants are: [N:1]1[CH:6]=[CH:5][C:4]([C:7](=[O:16])[CH2:8][C:9]2[CH:14]=[CH:13][C:12]([CH3:15])=[CH:11][CH:10]=2)=[CH:3][CH:2]=1.[Se](=O)=[O:18]. (2) Given the product [O:33]=[C:25]1[N:32]([NH:31][S:28]([CH3:27])(=[O:30])=[O:29])[C:3](=[O:19])[C:4]2[C:5](=[CH:6][C:7]([C:14]([F:15])([F:16])[F:17])=[C:8]([C:10](=[O:13])[CH2:11][CH3:12])[CH:9]=2)[NH:22]1, predict the reactants needed to synthesize it. The reactants are: CO[C:3](=[O:19])[C:4]1[CH:9]=[C:8]([C:10](=[O:13])[CH2:11][CH3:12])[C:7]([C:14]([F:17])([F:16])[F:15])=[CH:6][C:5]=1C.CC[N:22]([CH2:25]C)CC.[CH3:27][S:28]([NH:31][NH2:32])(=[O:30])=[O:29].[OH-:33].[Na+].Cl. (3) Given the product [OH:19][CH2:17][CH:16]([CH2:11][OH:12])[OH:5].[C:1]([OH:8])(=[O:7])/[CH:2]=[CH:3]/[C:4]([OH:6])=[O:5].[C:9]([OH:21])(=[O:20])[CH2:10][C:11]([CH2:16][C:17]([OH:19])=[O:18])([C:13]([OH:15])=[O:14])[OH:12], predict the reactants needed to synthesize it. The reactants are: [C:1]([OH:8])(=[O:7])/[CH:2]=[CH:3]/[C:4]([OH:6])=[O:5].[C:9]([OH:21])(=[O:20])[CH2:10][C:11]([CH2:16][C:17]([OH:19])=[O:18])([C:13]([OH:15])=[O:14])[OH:12]. (4) Given the product [Si:5]([O:6][CH2:7][CH2:8][N:9]([C:37]#[N:36])[C:10]1[CH:11]=[CH:12][C:13]([NH:16][C:17]([C:19]2[CH:24]=[CH:23][CH:22]=[CH:21][C:20]=2[NH:25][C:26]([C:28]2[S:29][C:30]([Cl:33])=[CH:31][CH:32]=2)=[O:27])=[O:18])=[CH:14][CH:15]=1)([C:1]([CH3:4])([CH3:3])[CH3:2])([CH3:35])[CH3:34], predict the reactants needed to synthesize it. The reactants are: [C:1]([Si:5]([CH3:35])([CH3:34])[O:6][CH2:7][CH2:8][NH:9][C:10]1[CH:15]=[CH:14][C:13]([NH:16][C:17]([C:19]2[CH:24]=[CH:23][CH:22]=[CH:21][C:20]=2[NH:25][C:26]([C:28]2[S:29][C:30]([Cl:33])=[CH:31][CH:32]=2)=[O:27])=[O:18])=[CH:12][CH:11]=1)([CH3:4])([CH3:3])[CH3:2].[N:36]#[C:37]Br.C(=O)(O)[O-].[Na+]. (5) Given the product [CH3:32][O:31][C:26]1[CH:25]=[C:24]([O:33][CH3:34])[CH:23]=[C:22]2[C:27]=1[C:28](=[O:30])[NH:29][C:20]([C:13]1[CH:14]=[CH:15][C:16]([O:18][CH3:19])=[CH:17][C:12]=1[NH:42][CH2:41][CH2:40][N:35]1[CH2:39][CH2:38][CH2:37][CH2:36]1)=[N:21]2, predict the reactants needed to synthesize it. The reactants are: C[Si]([N-][Si](C)(C)C)(C)C.[Li+].F[C:12]1[CH:17]=[C:16]([O:18][CH3:19])[CH:15]=[CH:14][C:13]=1[C:20]1[NH:29][C:28](=[O:30])[C:27]2[C:22](=[CH:23][C:24]([O:33][CH3:34])=[CH:25][C:26]=2[O:31][CH3:32])[N:21]=1.[N:35]1([CH2:40][CH2:41][NH2:42])[CH2:39][CH2:38][CH2:37][CH2:36]1. (6) The reactants are: [F:1][C:2]1[CH:30]=[C:29]([N+:31]([O-])=O)[CH:28]=[CH:27][C:3]=1[O:4][C:5]1[CH:10]=[CH:9][N:8]=[CH:7][C:6]=1[C:11]#[C:12][CH2:13][N:14]1[CH2:17][CH:16]([CH2:18][NH:19][C:20](=[O:26])[O:21][C:22]([CH3:25])([CH3:24])[CH3:23])[CH2:15]1.[NH4+].[Cl-]. Given the product [NH2:31][C:29]1[CH:28]=[CH:27][C:3]([O:4][C:5]2[CH:10]=[CH:9][N:8]=[CH:7][C:6]=2[C:11]#[C:12][CH2:13][N:14]2[CH2:15][CH:16]([CH2:18][NH:19][C:20](=[O:26])[O:21][C:22]([CH3:25])([CH3:24])[CH3:23])[CH2:17]2)=[C:2]([F:1])[CH:30]=1, predict the reactants needed to synthesize it. (7) The reactants are: Cl[C:2]1[N:7]=[C:6]([C:8]2[S:12][C:11]([C:13]([CH3:16])([CH3:15])[CH3:14])=[N:10][C:9]=2[C:17]2[C:18]([F:36])=[C:19]([NH:24][S:25]([C:28]3[CH:33]=[C:32]([F:34])[CH:31]=[CH:30][C:29]=3[F:35])(=[O:27])=[O:26])[CH:20]=[CH:21][C:22]=2[F:23])[CH:5]=[CH:4][N:3]=1.[OH-].[NH4+:38]. Given the product [NH2:38][C:2]1[N:7]=[C:6]([C:8]2[S:12][C:11]([C:13]([CH3:16])([CH3:15])[CH3:14])=[N:10][C:9]=2[C:17]2[C:18]([F:36])=[C:19]([NH:24][S:25]([C:28]3[CH:33]=[C:32]([F:34])[CH:31]=[CH:30][C:29]=3[F:35])(=[O:27])=[O:26])[CH:20]=[CH:21][C:22]=2[F:23])[CH:5]=[CH:4][N:3]=1, predict the reactants needed to synthesize it.